From a dataset of Reaction yield outcomes from USPTO patents with 853,638 reactions. Predict the reaction yield, written as a fraction of the theoretical maximum amount of product (1.0 means a 100% yield; for example, 0.34 means a 34% yield). (1) The reactants are C(OC([N:8]1[CH2:12][CH:11]([OH:13])[CH:10]([C:14]2[CH:19]=[CH:18][C:17]([NH:20][C:21](=[O:29])[C:22]3[CH:27]=[CH:26][C:25]([Cl:28])=[CH:24][CH:23]=3)=[CH:16][CH:15]=2)[CH2:9]1)=O)(C)(C)C.Cl. The catalyst is C1COCC1.O1CCOCC1. The product is [ClH:28].[Cl:28][C:25]1[CH:24]=[CH:23][C:22]([C:21]([NH:20][C:17]2[CH:16]=[CH:15][C:14]([CH:10]3[CH:11]([OH:13])[CH2:12][NH:8][CH2:9]3)=[CH:19][CH:18]=2)=[O:29])=[CH:27][CH:26]=1. The yield is 0.810. (2) The product is [F:37][C:38]([F:51])([F:50])[S:39]([O:31][C:28]1[CH2:29][CH2:30][CH:25]([C:23]([O:22][CH2:20][CH3:21])=[O:24])[CH2:26][CH:27]=1)(=[O:41])=[O:40]. The reactants are O1CCCC1.C([N-]C(C)C)(C)C.[Li+].C1CCCCC1.[CH2:20]([O:22][C:23]([CH:25]1[CH2:30][CH2:29][C:28](=[O:31])[CH2:27][CH2:26]1)=[O:24])[CH3:21].C1COCC1.[F:37][C:38]([F:51])([F:50])[S:39](O[S:39]([C:38]([F:51])([F:50])[F:37])(=[O:41])=[O:40])(=[O:41])=[O:40]. No catalyst specified. The yield is 0.330. (3) The catalyst is O1CCOCC1. The yield is 0.920. The product is [CH2:1]([O:8][C:9]1[CH:10]=[C:11]([Br:19])[C:12]2[S:16][C:15]([NH:17][C:23]([NH:22][CH2:20][CH3:21])=[O:24])=[N:14][C:13]=2[CH:18]=1)[C:2]1[CH:3]=[CH:4][CH:5]=[CH:6][CH:7]=1. The reactants are [CH2:1]([O:8][C:9]1[CH:10]=[C:11]([Br:19])[C:12]2[S:16][C:15]([NH2:17])=[N:14][C:13]=2[CH:18]=1)[C:2]1[CH:7]=[CH:6][CH:5]=[CH:4][CH:3]=1.[CH2:20]([N:22]=[C:23]=[O:24])[CH3:21]. (4) The reactants are [Cl:1][C:2]1[N:10](CC=C)[C:9]2[C:8](=[O:14])[N:7]([CH3:15])[C:6](=[O:16])[NH:5][C:4]=2[N:3]=1.C(=O)([O-])[O-].[Na+].[Na+].[CH2:23](I)[CH2:24][CH2:25][CH2:26][CH2:27][CH3:28].N1CCOCC1. The catalyst is CN(C=O)C.CCOC(C)=O.C1C=CC([P]([Pd]([P](C2C=CC=CC=2)(C2C=CC=CC=2)C2C=CC=CC=2)([P](C2C=CC=CC=2)(C2C=CC=CC=2)C2C=CC=CC=2)[P](C2C=CC=CC=2)(C2C=CC=CC=2)C2C=CC=CC=2)(C2C=CC=CC=2)C2C=CC=CC=2)=CC=1. The product is [Cl:1][C:2]1[NH:10][C:9]2[C:8](=[O:14])[N:7]([CH3:15])[C:6](=[O:16])[N:5]([CH2:23][CH2:24][CH2:25][CH2:26][CH2:27][CH3:28])[C:4]=2[N:3]=1. The yield is 0.540. (5) The reactants are O[C@@H:2]1[CH2:7][N:6]([C:8](=[O:13])[C:9]([F:12])([F:11])[F:10])[C@H:5]([C:14]([O:16][C:17]([CH3:20])([CH3:19])[CH3:18])=[O:15])[CH2:4][CH2:3]1.N1C(C)=CC=CC=1C.FC(F)(F)S(OS(C(F)(F)F)(=O)=O)(=O)=O.[CH2:44]([O:51][NH2:52])[C:45]1[CH:50]=[CH:49][CH:48]=[CH:47][CH:46]=1. The catalyst is C(#N)C. The product is [CH2:44]([O:51][NH:52][C@H:2]1[CH2:7][N:6]([C:8](=[O:13])[C:9]([F:12])([F:11])[F:10])[C@H:5]([C:14]([O:16][C:17]([CH3:20])([CH3:19])[CH3:18])=[O:15])[CH2:4][CH2:3]1)[C:45]1[CH:50]=[CH:49][CH:48]=[CH:47][CH:46]=1. The yield is 0.850. (6) The reactants are [CH3:1][O:2][C:3]1[CH:8]=[CH:7][CH:6]=[C:5]([C:9]#[C:10][Si](C)(C)C)[C:4]=1[NH:15][C:16](=[O:22])[O:17][C:18]([CH3:21])([CH3:20])[CH3:19].C([O-])([O-])=O.[K+].[K+]. The catalyst is CO. The product is [C:9]([C:5]1[CH:6]=[CH:7][CH:8]=[C:3]([O:2][CH3:1])[C:4]=1[NH:15][C:16](=[O:22])[O:17][C:18]([CH3:20])([CH3:19])[CH3:21])#[CH:10]. The yield is 0.620. (7) The reactants are [CH3:1][O:2][CH2:3][CH2:4][S:5][C:6]1[CH:7]=[C:8]([O:28][C:29]2[C:30]([CH3:36])=[N:31][N:32]([CH3:35])[C:33]=2[CH3:34])[C:9]([NH:12][C:13]2[S:17][N:16]=[C:15]([C@H:18]3[CH2:22][O:21]C4(CCCCC4)[O:19]3)[N:14]=2)=[N:10][CH:11]=1.[ClH:37]. The catalyst is C(O)C. The product is [ClH:37].[CH3:1][O:2][CH2:3][CH2:4][S:5][C:6]1[CH:7]=[C:8]([O:28][C:29]2[C:30]([CH3:36])=[N:31][N:32]([CH3:35])[C:33]=2[CH3:34])[C:9]([NH:12][C:13]2[S:17][N:16]=[C:15]([C@H:18]([OH:19])[CH2:22][OH:21])[N:14]=2)=[N:10][CH:11]=1. The yield is 0.794.